This data is from Catalyst prediction with 721,799 reactions and 888 catalyst types from USPTO. The task is: Predict which catalyst facilitates the given reaction. (1) Reactant: [N:1]1[CH:6]=[CH:5][CH:4]=[CH:3][C:2]=1[C:7]([NH2:9])=[NH:8].C[O-:11].[Na+].Cl[C:14]1C=C(C2C=CC=C(C)N=2)N=[C:16]2[NH:27][CH:28]=[CH:29][C:15]=12. Product: [N:1]1[CH:6]=[CH:5][CH:4]=[CH:3][C:2]=1[C:7]1[N:9]=[C:14]([OH:11])[C:15]2[CH:29]=[CH:28][NH:27][C:16]=2[N:8]=1. The catalyst class is: 14. (2) Reactant: [Cl:1][C:2]1[CH:3]=[C:4]([C:10]2([C:29]([F:32])([F:31])[F:30])[CH2:14][CH2:13][N:12]([C:15]3[S:16][C:17]([C:24]([O:26]CC)=[O:25])=[C:18]([C:20]([F:23])([F:22])[F:21])[N:19]=3)[CH2:11]2)[CH:5]=[C:6]([Cl:9])[C:7]=1[Cl:8].[OH-].[Na+].Cl. Product: [Cl:9][C:6]1[CH:5]=[C:4]([C:10]2([C:29]([F:32])([F:30])[F:31])[CH2:14][CH2:13][N:12]([C:15]3[S:16][C:17]([C:24]([OH:26])=[O:25])=[C:18]([C:20]([F:23])([F:21])[F:22])[N:19]=3)[CH2:11]2)[CH:3]=[C:2]([Cl:1])[C:7]=1[Cl:8]. The catalyst class is: 12. (3) Reactant: [C:1]([O:5][C:6](=[O:15])[NH:7][C:8]1[CH:13]=[CH:12][CH:11]=[C:10]([Cl:14])[N:9]=1)([CH3:4])([CH3:3])[CH3:2].C(N(CC)CCN(CC)CC)C.C([Li])CCC.CN([CH:36]=[O:37])C. Product: [C:1]([O:5][C:6](=[O:15])[NH:7][C:8]1[C:13]([CH:36]=[O:37])=[CH:12][CH:11]=[C:10]([Cl:14])[N:9]=1)([CH3:4])([CH3:2])[CH3:3]. The catalyst class is: 1. (4) Reactant: [NH2:1][C:2]1[CH:7]=[CH:6][C:5]([CH2:8][C:9]#[N:10])=[C:4]([Br:11])[CH:3]=1.[Cl:12]N1C(C)(C)C(=O)N(Cl)C1=O. Product: [NH2:1][C:2]1[CH:7]=[CH:6][C:5]([CH2:8][C:9]#[N:10])=[C:4]([Br:11])[C:3]=1[Cl:12]. The catalyst class is: 10. (5) Reactant: Br[CH2:2][C:3]([C:5]1[CH:10]=[CH:9][C:8]([F:11])=[CH:7][CH:6]=1)=O.[S-:12][C:13]#[N:14].[Na+].[CH3:16][O:17][C:18](=[O:21])[CH2:19][NH2:20]. Product: [CH3:16][O:17][C:18](=[O:21])[CH2:19][NH:20][C:13]1[S:12][CH:2]=[C:3]([C:5]2[CH:10]=[CH:9][C:8]([F:11])=[CH:7][CH:6]=2)[N:14]=1. The catalyst class is: 8. (6) Reactant: Br[CH2:2][CH2:3][CH2:4][CH2:5][CH2:6][C:7]([O:9][CH2:10][CH3:11])=[O:8].[S:12]([O-:15])([O-:14])=[O:13].[Na+:16].[Na+]. Product: [CH2:10]([O:9][C:7](=[O:8])[CH2:6][CH2:5][CH2:4][CH2:3][CH2:2][S:12]([O-:15])(=[O:14])=[O:13])[CH3:11].[Na+:16]. The catalyst class is: 40. (7) Reactant: C[O:2][C:3](=[O:25])[CH2:4][CH2:5][C:6]1[CH:11]=[CH:10][C:9]([O:12][CH2:13][CH:14]2[CH2:18][CH2:17][C:16]3([CH2:24][CH2:23][CH2:22][CH2:21][CH2:20][CH2:19]3)[CH2:15]2)=[CH:8][CH:7]=1.C(O)C.[OH-].[Na+]. Product: [CH2:15]1[C:16]2([CH2:19][CH2:20][CH2:21][CH2:22][CH2:23][CH2:24]2)[CH2:17][CH2:18][CH:14]1[CH2:13][O:12][C:9]1[CH:10]=[CH:11][C:6]([CH2:5][CH2:4][C:3]([OH:25])=[O:2])=[CH:7][CH:8]=1. The catalyst class is: 7. (8) Reactant: [CH:1]([CH:4]1[N:9]([C:10]2[N:15]=[C:14]([C:16]([F:19])([F:18])[F:17])[C:13]([C:20](O)=[O:21])=[CH:12][N:11]=2)[CH2:8][CH2:7][N:6]2[C:23]3[CH:29]=[C:28]([S:30]([CH3:33])(=[O:32])=[O:31])[CH:27]=[CH:26][C:24]=3[N:25]=[C:5]12)([CH3:3])[CH3:2].C[N:35](C(ON1N=NC2C=CC=NC1=2)=[N+](C)C)C.F[P-](F)(F)(F)(F)F.CCN(CC)CC. Product: [CH:1]([CH:4]1[N:9]([C:10]2[N:15]=[C:14]([C:16]([F:17])([F:19])[F:18])[C:13]([C:20]([NH2:35])=[O:21])=[CH:12][N:11]=2)[CH2:8][CH2:7][N:6]2[C:23]3[CH:29]=[C:28]([S:30]([CH3:33])(=[O:32])=[O:31])[CH:27]=[CH:26][C:24]=3[N:25]=[C:5]12)([CH3:2])[CH3:3]. The catalyst class is: 18.